Regression. Given two drug SMILES strings and cell line genomic features, predict the synergy score measuring deviation from expected non-interaction effect. From a dataset of NCI-60 drug combinations with 297,098 pairs across 59 cell lines. Drug 1: C1CCC(C(C1)N)N.C(=O)(C(=O)[O-])[O-].[Pt+4]. Drug 2: C(CCl)NC(=O)N(CCCl)N=O. Cell line: IGROV1. Synergy scores: CSS=21.4, Synergy_ZIP=-6.51, Synergy_Bliss=-0.307, Synergy_Loewe=-17.1, Synergy_HSA=1.57.